This data is from Peptide-MHC class I binding affinity with 185,985 pairs from IEDB/IMGT. The task is: Regression. Given a peptide amino acid sequence and an MHC pseudo amino acid sequence, predict their binding affinity value. This is MHC class I binding data. (1) The peptide sequence is SCSFKVGHH. The MHC is HLA-A11:01 with pseudo-sequence HLA-A11:01. The binding affinity (normalized) is 0. (2) The peptide sequence is MMMMKWIISI. The MHC is HLA-A02:01 with pseudo-sequence HLA-A02:01. The binding affinity (normalized) is 0.785. (3) The peptide sequence is GLLNMADKKET. The MHC is Mamu-B08 with pseudo-sequence Mamu-B08. The binding affinity (normalized) is 0. (4) The peptide sequence is HDAEFCDML. The MHC is H-2-Kb with pseudo-sequence H-2-Kb. The binding affinity (normalized) is 0.0735. (5) The peptide sequence is DGFGVHLAF. The MHC is HLA-B27:03 with pseudo-sequence HLA-B27:03. The binding affinity (normalized) is 0.0847. (6) The peptide sequence is MLREGNQAF. The MHC is HLA-A26:01 with pseudo-sequence HLA-A26:01. The binding affinity (normalized) is 0.0847.